Dataset: Forward reaction prediction with 1.9M reactions from USPTO patents (1976-2016). Task: Predict the product of the given reaction. Given the reactants O[C:2]1[C:11]2[C:6](=[CH:7][CH:8]=[C:9]([N:12]3[CH2:17][CH2:16][O:15][CH2:14][CH2:13]3)[CH:10]=2)[N:5]=[CH:4][C:3]=1[C:18]([O:20][CH2:21][CH3:22])=[O:19].P(Cl)(Cl)([Cl:25])=O, predict the reaction product. The product is: [Cl:25][C:2]1[C:11]2[C:6](=[CH:7][CH:8]=[C:9]([N:12]3[CH2:17][CH2:16][O:15][CH2:14][CH2:13]3)[CH:10]=2)[N:5]=[CH:4][C:3]=1[C:18]([O:20][CH2:21][CH3:22])=[O:19].